This data is from Peptide-MHC class I binding affinity with 185,985 pairs from IEDB/IMGT. The task is: Regression. Given a peptide amino acid sequence and an MHC pseudo amino acid sequence, predict their binding affinity value. This is MHC class I binding data. The peptide sequence is ILSFPYLFK. The MHC is HLA-A11:01 with pseudo-sequence HLA-A11:01. The binding affinity (normalized) is 0.872.